This data is from Catalyst prediction with 721,799 reactions and 888 catalyst types from USPTO. The task is: Predict which catalyst facilitates the given reaction. (1) Reactant: [C:1]([C:5]1[CH:10]=[C:9]([C:11]([CH3:14])([CH3:13])[CH3:12])[CH:8]=[C:7]([C:15]([CH3:18])([CH3:17])[CH3:16])[C:6]=1[OH:19])([CH3:4])([CH3:3])[CH3:2].C([Li])CCC.Cl[P:26]1[O:30][C:29]([C:37]2[CH:42]=[CH:41][CH:40]=[CH:39][CH:38]=2)([C:31]2[CH:36]=[CH:35][CH:34]=[CH:33][CH:32]=2)[C:28]([C:49]2[CH:54]=[CH:53][CH:52]=[CH:51][CH:50]=2)([C:43]2[CH:48]=[CH:47][CH:46]=[CH:45][CH:44]=2)[O:27]1. Product: [C:37]1([C:29]2([C:31]3[CH:32]=[CH:33][CH:34]=[CH:35][CH:36]=3)[C:28]([C:43]3[CH:44]=[CH:45][CH:46]=[CH:47][CH:48]=3)([C:49]3[CH:54]=[CH:53][CH:52]=[CH:51][CH:50]=3)[O:27][P:26]([O:19][C:6]3[C:7]([C:15]([CH3:18])([CH3:17])[CH3:16])=[CH:8][C:9]([C:11]([CH3:14])([CH3:13])[CH3:12])=[CH:10][C:5]=3[C:1]([CH3:4])([CH3:3])[CH3:2])[O:30]2)[CH:42]=[CH:41][CH:40]=[CH:39][CH:38]=1. The catalyst class is: 134. (2) Reactant: [CH3:1]COCC.C[Si](C=[N+]=[N-])(C)C.[Cl:13][C:14]1[CH:15]=[C:16]([C:42]([OH:44])=[O:43])[C:17]2[C:18]([CH:41]=1)=[N:19][N:20]([CH2:22][C:23]([C:39]#[N:40])([NH:25][C:26]([C:28]1[CH:33]=[CH:32][C:31]([O:34][C:35]([F:38])([F:37])[F:36])=[CH:30][CH:29]=1)=[O:27])[CH3:24])[N:21]=2. Product: [Cl:13][C:14]1[CH:15]=[C:16]([C:42]([O:44][CH3:1])=[O:43])[C:17]2[C:18]([CH:41]=1)=[N:19][N:20]([CH2:22][C:23]([C:39]#[N:40])([NH:25][C:26]([C:28]1[CH:29]=[CH:30][C:31]([O:34][C:35]([F:37])([F:36])[F:38])=[CH:32][CH:33]=1)=[O:27])[CH3:24])[N:21]=2. The catalyst class is: 36.